Regression/Classification. Given a drug SMILES string, predict its absorption, distribution, metabolism, or excretion properties. Task type varies by dataset: regression for continuous measurements (e.g., permeability, clearance, half-life) or binary classification for categorical outcomes (e.g., BBB penetration, CYP inhibition). Dataset: cyp2d6_veith. From a dataset of CYP2D6 inhibition data for predicting drug metabolism from PubChem BioAssay. (1) The result is 0 (non-inhibitor). The drug is C/C(=N/NC(=O)c1ccc(C)s1)c1cccc(NC(=O)COc2ccc(Cl)cc2C)c1. (2) The drug is CN(C)/C=C/C(=O)c1ccc(F)cc1. The result is 0 (non-inhibitor). (3) The drug is CCNc1ncc2nc(-c3ccccc3)c(=O)n(Cc3cccs3)c2n1. The result is 0 (non-inhibitor). (4) The compound is O=[N+]([O-])c1ccc(/C=N/n2c(COc3ccccc3)n[nH]c2=S)cc1. The result is 0 (non-inhibitor).